Dataset: Reaction yield outcomes from USPTO patents with 853,638 reactions. Task: Predict the reaction yield, written as a fraction of the theoretical maximum amount of product (1.0 means a 100% yield; for example, 0.34 means a 34% yield). (1) The reactants are [C:1]([O:5][C:6]([N:8]([C:36]([O:38][C:39]([CH3:42])([CH3:41])[CH3:40])=[O:37])[C:9]1[C:10]([C:22]2[CH:34]=[CH:33][C:25]([C:26]([O:28][C:29]([CH3:32])([CH3:31])[CH3:30])=[O:27])=[C:24]([F:35])[CH:23]=2)=[N:11][C:12]([C:15]2[CH2:20][CH2:19][CH2:18][C:17](=[O:21])[CH:16]=2)=[CH:13][N:14]=1)=[O:7])([CH3:4])([CH3:3])[CH3:2]. The catalyst is CO.C(Cl)Cl.[Pd]. The product is [C:1]([O:5][C:6]([N:8]([C:36]([O:38][C:39]([CH3:42])([CH3:41])[CH3:40])=[O:37])[C:9]1[C:10]([C:22]2[CH:34]=[CH:33][C:25]([C:26]([O:28][C:29]([CH3:31])([CH3:32])[CH3:30])=[O:27])=[C:24]([F:35])[CH:23]=2)=[N:11][C:12]([CH:15]2[CH2:20][CH2:19][CH2:18][C:17](=[O:21])[CH2:16]2)=[CH:13][N:14]=1)=[O:7])([CH3:2])([CH3:3])[CH3:4]. The yield is 0.493. (2) The reactants are [NH2:1][C:2]1[N:3]([CH2:14][C:15]2[CH:20]=[CH:19][CH:18]=[CH:17][CH:16]=2)[C:4]2[CH2:5][CH2:6][CH2:7][CH2:8][C:9]=2[C:10]=1[C:11]([NH2:13])=[O:12].C(N(C(C)C)CC)(C)C.[CH2:30]1[CH2:34][O:33][CH2:32][CH2:31]1.C1(C(Cl)=O)CC1. The catalyst is O. The product is [CH2:14]([N:3]1[C:4]2[CH2:5][CH2:6][CH2:7][CH2:8][C:9]=2[C:10]([C:11]([NH2:13])=[O:12])=[C:2]1[NH:1][C:32]([CH:31]1[CH2:30][CH2:34]1)=[O:33])[C:15]1[CH:20]=[CH:19][CH:18]=[CH:17][CH:16]=1. The yield is 0.0650.